This data is from NCI-60 drug combinations with 297,098 pairs across 59 cell lines. The task is: Regression. Given two drug SMILES strings and cell line genomic features, predict the synergy score measuring deviation from expected non-interaction effect. (1) Drug 1: C(CC(=O)O)C(=O)CN.Cl. Drug 2: C1C(C(OC1N2C=NC(=NC2=O)N)CO)O. Cell line: LOX IMVI. Synergy scores: CSS=15.0, Synergy_ZIP=-8.56, Synergy_Bliss=-14.1, Synergy_Loewe=-13.3, Synergy_HSA=-15.1. (2) Drug 1: C1=CC(=CC=C1CC(C(=O)O)N)N(CCCl)CCCl.Cl. Drug 2: CN(CC1=CN=C2C(=N1)C(=NC(=N2)N)N)C3=CC=C(C=C3)C(=O)NC(CCC(=O)O)C(=O)O. Cell line: BT-549. Synergy scores: CSS=18.6, Synergy_ZIP=-3.00, Synergy_Bliss=3.25, Synergy_Loewe=-1.35, Synergy_HSA=1.24.